This data is from Full USPTO retrosynthesis dataset with 1.9M reactions from patents (1976-2016). The task is: Predict the reactants needed to synthesize the given product. (1) Given the product [CH2:18]([O:1][CH2:2][C@@H:3]1[CH2:8][CH2:7][CH2:6][N:5]([C:9]([O:11][C:12]([CH3:15])([CH3:14])[CH3:13])=[O:10])[CH2:4]1)[CH3:19], predict the reactants needed to synthesize it. The reactants are: [OH:1][CH2:2][C@@H:3]1[CH2:8][CH2:7][CH2:6][N:5]([C:9]([O:11][C:12]([CH3:15])([CH3:14])[CH3:13])=[O:10])[CH2:4]1.[H-].[Na+].[CH2:18](I)[CH3:19]. (2) Given the product [CH2:1]([CH:3]([C:6]1[C:7]2[N:8]([C:13]([C:17]3[S:21][C:20]([N:22]([CH3:23])[C:32](=[O:34])[CH3:33])=[N:19][C:18]=3[CH3:24])=[C:14]([CH3:16])[N:15]=2)[N:9]=[C:10]([CH3:12])[CH:11]=1)[CH2:4][CH3:5])[CH3:2], predict the reactants needed to synthesize it. The reactants are: [CH2:1]([CH:3]([C:6]1[C:7]2[N:8]([C:13]([C:17]3[S:21][C:20]([NH:22][CH3:23])=[N:19][C:18]=3[CH3:24])=[C:14]([CH3:16])[N:15]=2)[N:9]=[C:10]([CH3:12])[CH:11]=1)[CH2:4][CH3:5])[CH3:2].C(N(CC)CC)C.[C:32](Cl)(=[O:34])[CH3:33]. (3) Given the product [CH3:8][CH:6]([CH3:7])[CH2:5][C@H:4]([NH:9][C:10]([C:12]1[CH:31]=[CH:30][C:15]2[N:16]([CH:25]([CH2:28][CH3:29])[CH2:26][CH3:27])[C:17]([CH2:19][C:20]3[S:21][CH:22]=[CH:23][CH:24]=3)=[N:18][C:14]=2[CH:13]=1)=[O:11])[CH2:3][C:1]1[N:2]=[C:34]([C:33]([F:39])([F:38])[F:32])[NH:36][N:37]=1, predict the reactants needed to synthesize it. The reactants are: [C:1]([CH2:3][C@@H:4]([NH:9][C:10]([C:12]1[CH:31]=[CH:30][C:15]2[N:16]([CH:25]([CH2:28][CH3:29])[CH2:26][CH3:27])[C:17]([CH2:19][C:20]3[S:21][CH:22]=[CH:23][CH:24]=3)=[N:18][C:14]=2[CH:13]=1)=[O:11])[CH2:5][CH:6]([CH3:8])[CH3:7])#[N:2].[F:32][C:33]([F:39])([F:38])[C:34]([NH:36][NH2:37])=O.C(=O)([O-])[O-].[K+].[K+]. (4) Given the product [CH:43]([NH:42][C:40](=[O:41])[CH2:39][N:27]1[CH2:28][CH2:29][CH:24]([C:22]2[CH:21]=[CH:20][C:17]3[C:18]4[N:12]([CH:11]=[C:10]([C:9]5[N:5]([CH:2]([CH3:4])[CH3:3])[N:6]=[C:7]([CH3:30])[N:8]=5)[N:19]=4)[CH2:13][CH2:14][O:15][C:16]=3[CH:23]=2)[CH2:25][CH2:26]1)([CH3:45])[CH3:44], predict the reactants needed to synthesize it. The reactants are: Cl.[CH:2]([N:5]1[C:9]([C:10]2[N:19]=[C:18]3[N:12]([CH2:13][CH2:14][O:15][C:16]4[CH:23]=[C:22]([CH:24]5[CH2:29][CH2:28][NH:27][CH2:26][CH2:25]5)[CH:21]=[CH:20][C:17]=43)[CH:11]=2)=[N:8][C:7]([CH3:30])=[N:6]1)([CH3:4])[CH3:3].C(N(CC)CC)C.Cl[CH2:39][C:40]([NH:42][CH:43]([CH3:45])[CH3:44])=[O:41]. (5) Given the product [F:34][C:2]([F:1])([F:33])[C:3]1[CH:4]=[C:5]([CH:26]=[C:27]([C:29]([F:30])([F:31])[F:32])[CH:28]=1)[CH2:6][N:7]([C:38](=[O:39])[CH2:37][C:36](=[O:40])[CH3:35])[CH:8]1[CH2:14][CH2:13][CH2:12][N:11]([C:15]([O:17][CH:18]([CH3:20])[CH3:19])=[O:16])[C:10]2[CH:21]=[C:22]([Cl:25])[CH:23]=[CH:24][C:9]1=2, predict the reactants needed to synthesize it. The reactants are: [F:1][C:2]([F:34])([F:33])[C:3]1[CH:4]=[C:5]([CH:26]=[C:27]([C:29]([F:32])([F:31])[F:30])[CH:28]=1)[CH2:6][NH:7][CH:8]1[CH2:14][CH2:13][CH2:12][N:11]([C:15]([O:17][CH:18]([CH3:20])[CH3:19])=[O:16])[C:10]2[CH:21]=[C:22]([Cl:25])[CH:23]=[CH:24][C:9]1=2.[CH2:35]=[C:36]1[O:40][C:38](=[O:39])[CH2:37]1.